Predict the reaction yield, written as a fraction of the theoretical maximum amount of product (1.0 means a 100% yield; for example, 0.34 means a 34% yield). From a dataset of Reaction yield outcomes from USPTO patents with 853,638 reactions. (1) The reactants are [C:1]1([CH2:11][C:12]([NH2:14])=[O:13])[C:10]2[C:5](=[CH:6][CH:7]=[CH:8][CH:9]=2)[CH:4]=[CH:3][CH:2]=1.I[C:16]1[CH:20]=[CH:19][S:18][CH:17]=1.N[C@@H]1CCCC[C@H]1N.C(=O)([O-])[O-].[K+].[K+]. The catalyst is O1CCOCC1.O.C(OCC)(=O)C. The product is [C:1]1([CH2:11][C:12]([NH:14][C:16]2[CH:20]=[CH:19][S:18][CH:17]=2)=[O:13])[C:10]2[C:5](=[CH:6][CH:7]=[CH:8][CH:9]=2)[CH:4]=[CH:3][CH:2]=1. The yield is 0.950. (2) The reactants are [C:1]([SiH2:5][O:6][C:7]([CH3:17])([CH3:16])[C:8]1[CH:9]=[CH:10][C:11]([F:15])=[C:12]([OH:14])[CH:13]=1)([CH3:4])([CH3:3])[CH3:2].N1C=CN=C1.[C:23]([Si:27](Cl)([CH3:29])[CH3:28])([CH3:26])([CH3:25])[CH3:24]. The catalyst is CN(C=O)C. The product is [C:23]([Si:27]([CH3:29])([CH3:28])[O:14][C:12]1[CH:13]=[C:8]([C:7]([CH3:17])([CH3:16])[O:6][SiH2:5][C:1]([CH3:4])([CH3:2])[CH3:3])[CH:9]=[CH:10][C:11]=1[F:15])([CH3:26])([CH3:25])[CH3:24]. The yield is 0.680.